This data is from Forward reaction prediction with 1.9M reactions from USPTO patents (1976-2016). The task is: Predict the product of the given reaction. (1) Given the reactants [H-].[H-].[H-].[H-].[Li+].[Al+3].[CH:7]1([C:13]2[CH:21]=[CH:20][C:16]([C:17](O)=[O:18])=[CH:15][CH:14]=2)[CH2:12][CH2:11][CH2:10][CH2:9][CH2:8]1.O.[OH-].[K+], predict the reaction product. The product is: [CH:7]1([C:13]2[CH:14]=[CH:15][C:16]([CH2:17][OH:18])=[CH:20][CH:21]=2)[CH2:8][CH2:9][CH2:10][CH2:11][CH2:12]1. (2) The product is: [CH2:13]([C@@H:15]1[CH2:32][C:31]2[CH:30]=[C:29]([O:33][CH3:34])[CH:28]=[CH:27][C:26]=2[C@@H:25]2[C@@H:16]1[C:17]1[C@@:21]([CH2:23][CH2:24]2)([CH3:22])[C:20]([O:35][Si:37]([CH3:40])([CH3:39])[CH3:38])=[CH:19][CH:18]=1)[CH3:14]. Given the reactants C(NC(C)C)(C)C.[Li]CCCC.[CH2:13]([C@@H:15]1[CH2:32][C:31]2[CH:30]=[C:29]([O:33][CH3:34])[CH:28]=[CH:27][C:26]=2[C@@H:25]2[C@@H:16]1[C:17]1[C@@:21]([CH2:23][CH2:24]2)([CH3:22])[C:20](=[O:35])[CH2:19][CH:18]=1)[CH3:14].Cl[Si:37]([CH3:40])([CH3:39])[CH3:38], predict the reaction product. (3) Given the reactants [C:1]([NH:9][C:10]1[CH:22]=[C:21]([C:23]2[CH:28]=[CH:27][CH:26]=[CH:25][C:24]=2[F:29])[CH:20]=[CH:19][C:11]=1[C:12]([O:14]C(C)(C)C)=[O:13])(=[O:8])[C:2]1[CH:7]=[CH:6][CH:5]=[CH:4][CH:3]=1, predict the reaction product. The product is: [C:1]([NH:9][C:10]1[CH:22]=[C:21]([C:23]2[CH:28]=[CH:27][CH:26]=[CH:25][C:24]=2[F:29])[CH:20]=[CH:19][C:11]=1[C:12]([OH:14])=[O:13])(=[O:8])[C:2]1[CH:3]=[CH:4][CH:5]=[CH:6][CH:7]=1. (4) Given the reactants [F:1][C:2]([F:19])([F:18])[C:3]1[S:12][C:11]2[NH:10][C:9]3[CH:13]=[CH:14][CH:15]=[CH:16][C:8]=3[NH:7][C:6](=S)[C:5]=2[N:4]=1.FC(F)(F)S(OC)(=O)=O.[CH3:29][O:30][CH2:31][CH2:32][C@H:33]1[CH2:38][NH:37][CH2:36][CH2:35][NH:34]1, predict the reaction product. The product is: [CH3:29][O:30][CH2:31][CH2:32][C@@H:33]1[NH:34][CH2:35][CH2:36][N:37]([C:6]2[C:5]3[N:4]=[C:3]([C:2]([F:19])([F:18])[F:1])[S:12][C:11]=3[NH:10][C:9]3[CH:13]=[CH:14][CH:15]=[CH:16][C:8]=3[N:7]=2)[CH2:38]1. (5) Given the reactants [CH3:1][O:2][C:3](=[O:16])[NH:4][C:5]1[CH:10]=[CH:9][C:8]([C:11](=[O:14])[CH2:12]Br)=[C:7]([Br:15])[CH:6]=1.C([N-:19]C=O)=O.[Na+].Cl, predict the reaction product. The product is: [NH2:19][CH2:12][C:11]([C:8]1[CH:9]=[CH:10][C:5]([NH:4][C:3](=[O:16])[O:2][CH3:1])=[CH:6][C:7]=1[Br:15])=[O:14]. (6) Given the reactants Br[C:2]1[N:6]2[CH:7]=[C:8]([CH3:21])[CH:9]=[C:10]([O:11][CH2:12][C:13]3[C:18]([F:19])=[CH:17][CH:16]=[CH:15][C:14]=3[F:20])[C:5]2=[N:4][C:3]=1[CH3:22].[N:23]1[CH:28]=[CH:27][CH:26]=[C:25](B(O)O)[CH:24]=1.P([O-])([O-])([O-])=O.[K+].[K+].[K+], predict the reaction product. The product is: [F:20][C:14]1[CH:15]=[CH:16][CH:17]=[C:18]([F:19])[C:13]=1[CH2:12][O:11][C:10]1[C:5]2[N:6]([C:2]([C:25]3[CH:24]=[N:23][CH:28]=[CH:27][CH:26]=3)=[C:3]([CH3:22])[N:4]=2)[CH:7]=[C:8]([CH3:21])[CH:9]=1. (7) Given the reactants CC(S([NH:7][CH:8]([C:11]1[CH:16]=[CH:15][C:14]([S:17]([CH2:20][CH2:21][CH3:22])(=[O:19])=[O:18])=[CH:13][CH:12]=1)[CH:9]=[CH2:10])=O)(C)C.Cl.C(N(CC)CC)C.[Cl:31][C:32]1[CH:40]=[C:39]([Cl:41])[CH:38]=[CH:37][C:33]=1[C:34](Cl)=[O:35], predict the reaction product. The product is: [Cl:31][C:32]1[CH:40]=[C:39]([Cl:41])[CH:38]=[CH:37][C:33]=1[C:34]([NH:7][CH:8]([C:11]1[CH:12]=[CH:13][C:14]([S:17]([CH2:20][CH2:21][CH3:22])(=[O:18])=[O:19])=[CH:15][CH:16]=1)[CH:9]=[CH2:10])=[O:35]. (8) Given the reactants [CH:1]1([NH:4][C:5]([NH:7][C:8]2[CH:13]=[CH:12][C:11]([O:14][C:15]3[CH:20]=[CH:19][N:18]=[C:17]4[CH:21]=[C:22]([C:24]5[CH:29]=[CH:28][C:27](C=O)=[CH:26][N:25]=5)[S:23][C:16]=34)=[C:10]([F:32])[CH:9]=2)=[O:6])[CH2:3][CH2:2]1.[OH:33][CH:34]1[CH2:39][CH2:38][NH:37][CH2:36][CH2:35]1.[C:40](O)(=O)C.[BH-](OC(C)=O)(OC(C)=O)OC(C)=O.[Na+], predict the reaction product. The product is: [CH:1]1([NH:4][C:5]([NH:7][C:8]2[CH:13]=[CH:12][C:11]([O:14][C:15]3[CH:20]=[CH:19][N:18]=[C:17]4[CH:21]=[C:22]([C:24]5[CH:29]=[CH:28][C:27]([CH2:40][N:37]6[CH2:38][CH2:39][CH:34]([OH:33])[CH2:35][CH2:36]6)=[CH:26][N:25]=5)[S:23][C:16]=34)=[C:10]([F:32])[CH:9]=2)=[O:6])[CH2:2][CH2:3]1. (9) Given the reactants [NH2:1][C:2]([CH3:19])([CH3:18])[C@H:3]([NH:8][C:9](=[O:17])[C:10]1[CH:15]=[CH:14][C:13](I)=[CH:12][CH:11]=1)[C:4]([O:6][CH3:7])=[O:5].[CH2:20]([OH:25])/[CH:21]=[CH:22]/[C:23]#[CH:24].C(N(CC)CC)C, predict the reaction product. The product is: [NH2:1][C:2]([CH3:19])([CH3:18])[C@H:3]([NH:8][C:9](=[O:17])[C:10]1[CH:15]=[CH:14][C:13]([C:24]#[C:23]/[CH:22]=[CH:21]/[CH2:20][OH:25])=[CH:12][CH:11]=1)[C:4]([O:6][CH3:7])=[O:5]. (10) Given the reactants [C:1]([O:5][C:6]([N:8]1[CH2:13][CH2:12][CH:11]([CH:14]=[CH:15][C:16]2[O:24][C:23]3[CH:22]=[CH:21][N:20]=[CH:19][C:18]=3[CH:17]=2)[CH2:10][CH2:9]1)=[O:7])([CH3:4])([CH3:3])[CH3:2], predict the reaction product. The product is: [C:1]([O:5][C:6]([N:8]1[CH2:9][CH2:10][CH:11]([CH2:14][CH2:15][C:16]2[O:24][C:23]3[CH:22]=[CH:21][N:20]=[CH:19][C:18]=3[CH:17]=2)[CH2:12][CH2:13]1)=[O:7])([CH3:4])([CH3:2])[CH3:3].